From a dataset of Reaction yield outcomes from USPTO patents with 853,638 reactions. Predict the reaction yield, written as a fraction of the theoretical maximum amount of product (1.0 means a 100% yield; for example, 0.34 means a 34% yield). The reactants are [Br:1][C:2]1[CH:9]=[CH:8][C:5]([CH:6]=O)=[CH:4][CH:3]=1.[CH3:10][NH2:11].CO.[BH4-].[Na+]. No catalyst specified. The product is [Br:1][C:2]1[CH:9]=[CH:8][C:5]([CH2:6][NH:11][CH3:10])=[CH:4][CH:3]=1. The yield is 0.910.